The task is: Regression. Given two drug SMILES strings and cell line genomic features, predict the synergy score measuring deviation from expected non-interaction effect.. This data is from NCI-60 drug combinations with 297,098 pairs across 59 cell lines. (1) Drug 1: CS(=O)(=O)C1=CC(=C(C=C1)C(=O)NC2=CC(=C(C=C2)Cl)C3=CC=CC=N3)Cl. Drug 2: C1CCC(CC1)NC(=O)N(CCCl)N=O. Cell line: A549. Synergy scores: CSS=31.1, Synergy_ZIP=-8.19, Synergy_Bliss=1.83, Synergy_Loewe=-2.08, Synergy_HSA=1.18. (2) Drug 1: CS(=O)(=O)C1=CC(=C(C=C1)C(=O)NC2=CC(=C(C=C2)Cl)C3=CC=CC=N3)Cl. Drug 2: C1CC(=O)NC(=O)C1N2CC3=C(C2=O)C=CC=C3N. Cell line: NCI-H460. Synergy scores: CSS=0.418, Synergy_ZIP=-0.262, Synergy_Bliss=-0.172, Synergy_Loewe=2.04, Synergy_HSA=1.15. (3) Drug 1: CC1CCC2CC(C(=CC=CC=CC(CC(C(=O)C(C(C(=CC(C(=O)CC(OC(=O)C3CCCCN3C(=O)C(=O)C1(O2)O)C(C)CC4CCC(C(C4)OC)O)C)C)O)OC)C)C)C)OC. Drug 2: C1C(C(OC1N2C=NC(=NC2=O)N)CO)O. Cell line: HCT-15. Synergy scores: CSS=17.1, Synergy_ZIP=2.19, Synergy_Bliss=9.63, Synergy_Loewe=7.36, Synergy_HSA=9.40. (4) Drug 1: CC12CCC(CC1=CCC3C2CCC4(C3CC=C4C5=CN=CC=C5)C)O. Drug 2: CC1=C(C=C(C=C1)C(=O)NC2=CC(=CC(=C2)C(F)(F)F)N3C=C(N=C3)C)NC4=NC=CC(=N4)C5=CN=CC=C5. Cell line: RXF 393. Synergy scores: CSS=6.10, Synergy_ZIP=-2.60, Synergy_Bliss=-2.48, Synergy_Loewe=-5.39, Synergy_HSA=-5.17. (5) Drug 1: CC(CN1CC(=O)NC(=O)C1)N2CC(=O)NC(=O)C2. Drug 2: C1CCC(C(C1)N)N.C(=O)(C(=O)[O-])[O-].[Pt+4]. Cell line: NCI-H322M. Synergy scores: CSS=6.23, Synergy_ZIP=-2.12, Synergy_Bliss=1.19, Synergy_Loewe=3.29, Synergy_HSA=3.00. (6) Drug 1: CC(C)(C#N)C1=CC(=CC(=C1)CN2C=NC=N2)C(C)(C)C#N. Drug 2: COC1=C2C(=CC3=C1OC=C3)C=CC(=O)O2. Cell line: OVCAR3. Synergy scores: CSS=0.660, Synergy_ZIP=1.46, Synergy_Bliss=-1.09, Synergy_Loewe=-1.45, Synergy_HSA=-4.63. (7) Drug 1: CCCS(=O)(=O)NC1=C(C(=C(C=C1)F)C(=O)C2=CNC3=C2C=C(C=N3)C4=CC=C(C=C4)Cl)F. Drug 2: C1=CC(=CC=C1CCCC(=O)O)N(CCCl)CCCl. Cell line: MOLT-4. Synergy scores: CSS=48.4, Synergy_ZIP=1.64, Synergy_Bliss=0.669, Synergy_Loewe=-6.35, Synergy_HSA=-0.474. (8) Drug 1: CCC1(CC2CC(C3=C(CCN(C2)C1)C4=CC=CC=C4N3)(C5=C(C=C6C(=C5)C78CCN9C7C(C=CC9)(C(C(C8N6C=O)(C(=O)OC)O)OC(=O)C)CC)OC)C(=O)OC)O.OS(=O)(=O)O. Drug 2: CCC1(CC2CC(C3=C(CCN(C2)C1)C4=CC=CC=C4N3)(C5=C(C=C6C(=C5)C78CCN9C7C(C=CC9)(C(C(C8N6C)(C(=O)OC)O)OC(=O)C)CC)OC)C(=O)OC)O.OS(=O)(=O)O. Cell line: DU-145. Synergy scores: CSS=6.75, Synergy_ZIP=-2.16, Synergy_Bliss=-1.01, Synergy_Loewe=-2.01, Synergy_HSA=-2.99.